This data is from Peptide-MHC class I binding affinity with 185,985 pairs from IEDB/IMGT. The task is: Regression. Given a peptide amino acid sequence and an MHC pseudo amino acid sequence, predict their binding affinity value. This is MHC class I binding data. The peptide sequence is LTFLDCLYY. The MHC is HLA-A02:06 with pseudo-sequence HLA-A02:06. The binding affinity (normalized) is 0.0847.